This data is from Forward reaction prediction with 1.9M reactions from USPTO patents (1976-2016). The task is: Predict the product of the given reaction. Given the reactants [N:1]1[CH:6]=[CH:5][C:4]([C:7]2[C:8]([O:13][CH:14]3[CH2:18][CH2:17][N:16](C(OC(C)(C)C)=O)[CH2:15]3)=[N:9][CH:10]=[CH:11][N:12]=2)=[CH:3][CH:2]=1.[ClH:26].C(OCC)(=O)C, predict the reaction product. The product is: [ClH:26].[ClH:26].[N:1]1[CH:2]=[CH:3][C:4]([C:7]2[C:8]([O:13][CH:14]3[CH2:18][CH2:17][NH:16][CH2:15]3)=[N:9][CH:10]=[CH:11][N:12]=2)=[CH:5][CH:6]=1.